This data is from Forward reaction prediction with 1.9M reactions from USPTO patents (1976-2016). The task is: Predict the product of the given reaction. (1) Given the reactants Cl.[CH:2]1([CH2:5][O:6][C:7]2[CH:12]=[CH:11][C:10]([O:13][CH3:14])=[CH:9][C:8]=2[C:15]2[C:16]3[NH:23][C:22]([CH3:24])=[C:21]([C:25]([NH:27][CH:28]4[CH2:33][CH2:32][NH:31][CH2:30][CH2:29]4)=[O:26])[C:17]=3[N:18]=[CH:19][N:20]=2)[CH2:4][CH2:3]1.C([O:37][CH2:38][C:39](Cl)=[O:40])(=O)C, predict the reaction product. The product is: [CH:2]1([CH2:5][O:6][C:7]2[CH:12]=[CH:11][C:10]([O:13][CH3:14])=[CH:9][C:8]=2[C:15]2[C:16]3[NH:23][C:22]([CH3:24])=[C:21]([C:25]([NH:27][CH:28]4[CH2:29][CH2:30][N:31]([C:38](=[O:37])[CH2:39][OH:40])[CH2:32][CH2:33]4)=[O:26])[C:17]=3[N:18]=[CH:19][N:20]=2)[CH2:4][CH2:3]1. (2) Given the reactants C([Li:5])CCC.[CH3:6][Si:7]([CH3:14])([CH3:13])[NH:8][Si:9]([CH3:12])([CH3:11])[CH3:10].COC=CC#N.FC(F)(F)S(O[Si](C(C)C)(C(C)C)C(C)C)(=O)=O.C(=O)(O)[O-].[Na+], predict the reaction product. The product is: [CH3:6][Si:7]([CH3:14])([CH3:13])[N-:8][Si:9]([CH3:12])([CH3:11])[CH3:10].[Li+:5]. (3) Given the reactants [C:1]1([C:7]2[CH:15]=[CH:14][C:10]([C:11](Cl)=[O:12])=[CH:9][CH:8]=2)[CH:6]=[CH:5][CH:4]=[CH:3][CH:2]=1.[NH2:16][CH2:17][CH2:18][CH2:19][CH2:20][CH2:21][C:22]([OH:24])=[O:23].[OH-].[Na+].Cl, predict the reaction product. The product is: [C:1]1([C:7]2[CH:15]=[CH:14][C:10]([C:11]([NH:16][CH2:17][CH2:18][CH2:19][CH2:20][CH2:21][C:22]([OH:24])=[O:23])=[O:12])=[CH:9][CH:8]=2)[CH:6]=[CH:5][CH:4]=[CH:3][CH:2]=1. (4) The product is: [F:31][C:32]1[C:33]([CH2:37][C:17]([C:18]2[CH:19]=[CH:20][N:21]=[CH:22][CH:23]=2)=[O:40])=[CH:34][S:35][CH:36]=1. Given the reactants C1(OP([CH:17](NC2C=CC=CC=2)[C:18]2[CH:23]=[CH:22][N:21]=[CH:20][CH:19]=2)(=O)OC2C=CC=CC=2)C=CC=CC=1.[F:31][C:32]1[C:33]([CH:37]=O)=[CH:34][S:35][CH:36]=1.C(=O)([O-])[O-:40].[Cs+].[Cs+].Cl.[OH-].[Na+], predict the reaction product. (5) Given the reactants [C:1]([C:3]1[CH:8]=[CH:7][C:6]([N:9]([CH2:14][CH3:15])[CH2:10][C:11]([OH:13])=O)=[CH:5][C:4]=1[C:16]([F:19])([F:18])[F:17])#[N:2].N=C=N.[F:23][C:24]1[CH:30]=[CH:29][C:27]([NH2:28])=[CH:26][CH:25]=1, predict the reaction product. The product is: [C:1]([C:3]1[CH:8]=[CH:7][C:6]([N:9]([CH2:14][CH3:15])[CH2:10][C:11]([NH:28][C:27]2[CH:29]=[CH:30][C:24]([F:23])=[CH:25][CH:26]=2)=[O:13])=[CH:5][C:4]=1[C:16]([F:19])([F:18])[F:17])#[N:2]. (6) Given the reactants C1(=O)[N:5]([CH2:6][CH2:7][O:8][C@@H:9]2[C@H:13]([OH:14])[C@@H:12]([CH2:15][O:16][C:17]([C:34]3[CH:39]=[CH:38][CH:37]=[CH:36][CH:35]=3)([C:26]3[CH:31]=[CH:30][C:29]([O:32][CH3:33])=[CH:28][CH:27]=3)[C:18]3[CH:23]=[CH:22][C:21]([O:24][CH3:25])=[CH:20][CH:19]=3)[O:11][C@H:10]2[N:40]2[CH:47]=[C:46]([CH3:48])[C:44](=[O:45])[NH:43][C:41]2=[O:42])C(=O)C2=CC=CC=C12.NN, predict the reaction product. The product is: [CH3:7][OH:8].[OH-:8].[NH4+:5].[NH2:5][CH2:6][CH2:7][O:8][C@@H:9]1[C@H:13]([OH:14])[C@@H:12]([CH2:15][O:16][C:17]([C:34]2[CH:39]=[CH:38][CH:37]=[CH:36][CH:35]=2)([C:18]2[CH:19]=[CH:20][C:21]([O:24][CH3:25])=[CH:22][CH:23]=2)[C:26]2[CH:31]=[CH:30][C:29]([O:32][CH3:33])=[CH:28][CH:27]=2)[O:11][C@H:10]1[N:40]1[CH:47]=[C:46]([CH3:48])[C:44](=[O:45])[NH:43][C:41]1=[O:42]. (7) Given the reactants Cl.[NH2:2][C:3]1[C:4]([C:13]([NH:15][C@@H:16]([CH:21]2[CH2:26][CH2:25][CH2:24][CH2:23][CH2:22]2)[C:17]([O:19][CH3:20])=[O:18])=[O:14])=[CH:5][C:6]2[C:11]([CH:12]=1)=[CH:10][CH:9]=[CH:8][CH:7]=2.[N:27]([C:30]1[C:35]([CH3:36])=[CH:34][C:33]([O:37][CH2:38][CH2:39][CH3:40])=[CH:32][C:31]=1[CH3:41])=[C:28]=[O:29].CCCCCC.C(OCC)(=O)C, predict the reaction product. The product is: [CH:21]1([C@H:16]([NH:15][C:13]([C:4]2[C:3]([NH:2][C:28]([NH:27][C:30]3[C:31]([CH3:41])=[CH:32][C:33]([O:37][CH2:38][CH2:39][CH3:40])=[CH:34][C:35]=3[CH3:36])=[O:29])=[CH:12][C:11]3[C:6](=[CH:7][CH:8]=[CH:9][CH:10]=3)[CH:5]=2)=[O:14])[C:17]([O:19][CH3:20])=[O:18])[CH2:26][CH2:25][CH2:24][CH2:23][CH2:22]1.